From a dataset of Reaction yield outcomes from USPTO patents with 853,638 reactions. Predict the reaction yield, written as a fraction of the theoretical maximum amount of product (1.0 means a 100% yield; for example, 0.34 means a 34% yield). The reactants are Cl.[OH:2][NH2:3].C(=O)(O)[O-].[Na+].[OH:9][CH2:10][C:11]1[CH:12]=[C:13]([CH:16]=[CH:17][CH:18]=1)[C:14]#[N:15]. The catalyst is CO. The product is [OH:2][N:3]=[C:14]([C:13]1[CH:16]=[CH:17][CH:18]=[C:11]([CH2:10][OH:9])[CH:12]=1)[NH2:15]. The yield is 1.00.